From a dataset of Catalyst prediction with 721,799 reactions and 888 catalyst types from USPTO. Predict which catalyst facilitates the given reaction. Reactant: [Cl:1][C:2]1[C:3]([OH:9])=[CH:4][C:5](=[O:8])[NH:6][CH:7]=1.[CH:10]1([C:13]2[CH:14]=[N:15][C:16]([N:19]3[CH2:24][CH2:23][CH:22](O)[CH2:21][CH2:20]3)=[N:17][CH:18]=2)[CH2:12][CH2:11]1.C1(P(C2C=CC=CC=2)C2C=CC=CC=2)C=CC=CC=1.N(C(OC(C)C)=O)=NC(OC(C)C)=O. Product: [Cl:1][C:2]1[C:3]([O:9][CH:22]2[CH2:23][CH2:24][N:19]([C:16]3[N:15]=[CH:14][C:13]([CH:10]4[CH2:12][CH2:11]4)=[CH:18][N:17]=3)[CH2:20][CH2:21]2)=[CH:4][C:5](=[O:8])[NH:6][CH:7]=1. The catalyst class is: 18.